Dataset: Full USPTO retrosynthesis dataset with 1.9M reactions from patents (1976-2016). Task: Predict the reactants needed to synthesize the given product. (1) Given the product [Cl:15][C:11]1[CH:10]=[C:9]2[C:14](=[CH:13][CH:12]=1)[N:6]([CH2:5][C:4]([OH:28])=[O:3])[C:7](=[O:27])[C:8]12[CH2:19][O:18][C:17]2[CH:20]=[C:21]3[C:25](=[CH:26][C:16]1=2)[CH2:24][CH2:23][O:22]3, predict the reactants needed to synthesize it. The reactants are: C([O:3][C:4](=[O:28])[CH2:5][N:6]1[C:14]2[C:9](=[CH:10][C:11]([Cl:15])=[CH:12][CH:13]=2)[C:8]2([CH2:19][O:18][C:17]3[CH:20]=[C:21]4[C:25](=[CH:26][C:16]2=3)[CH2:24][CH2:23][O:22]4)[C:7]1=[O:27])C.C(OC(=O)CN1C2C(=CC=CC=2)C2(C3=CC4OCOC=4C=C3OC2)C1=O)C. (2) Given the product [F:1][C:2]1[CH:3]=[C:4]([CH:8]=[CH:9][C:10]=1[CH3:11])[C:5]([NH:22][C:21]1[CH:23]=[CH:24][C:25]([CH3:26])=[C:19]([I:18])[CH:20]=1)=[O:7], predict the reactants needed to synthesize it. The reactants are: [F:1][C:2]1[CH:3]=[C:4]([CH:8]=[CH:9][C:10]=1[CH3:11])[C:5]([OH:7])=O.C(Cl)(=O)C(Cl)=O.[I:18][C:19]1[CH:20]=[C:21]([CH:23]=[CH:24][C:25]=1[CH3:26])[NH2:22].C([O-])([O-])=O.[K+].[K+]. (3) Given the product [C:1]([O:5][C:6](=[O:18])[NH:7][C@H:8]([C:11]1[CH:16]=[CH:15][N:14]=[C:13]([Br:17])[CH:12]=1)[CH2:9][O:10][CH3:19])([CH3:4])([CH3:2])[CH3:3], predict the reactants needed to synthesize it. The reactants are: [C:1]([O:5][C:6](=[O:18])[NH:7][C@H:8]([C:11]1[CH:16]=[CH:15][N:14]=[C:13]([Br:17])[CH:12]=1)[CH2:9][OH:10])([CH3:4])([CH3:3])[CH3:2].[CH3:19]I.[OH-].[Na+]. (4) Given the product [F:1][C:2]1[CH:7]=[CH:6][C:5]([C@H:8]([NH:10][C@H:11]2[CH2:15][CH2:14][C@@H:13]([C:16]3[CH:17]=[CH:18][C:19]([O:20][CH2:21][C:22]([N:29]4[CH2:34][CH2:33][NH:32][CH2:31][CH2:30]4)=[O:24])=[CH:25][CH:26]=3)[CH2:12]2)[CH3:9])=[CH:4][C:3]=1[O:27][CH3:28], predict the reactants needed to synthesize it. The reactants are: [F:1][C:2]1[CH:7]=[CH:6][C:5]([C@H:8]([NH:10][C@H:11]2[CH2:15][CH2:14][C@@H:13]([C:16]3[CH:26]=[CH:25][C:19]([O:20][CH2:21][C:22]([OH:24])=O)=[CH:18][CH:17]=3)[CH2:12]2)[CH3:9])=[CH:4][C:3]=1[O:27][CH3:28].[NH:29]1[CH2:34][CH2:33][NH:32][CH2:31][CH2:30]1. (5) Given the product [Cl:1][C:2]1[N:10]=[C:9]2[C:5]([N:6]=[C:7]([CH2:13][N:14]3[CH2:15][CH2:16][C:17]4([CH2:32][NH:33][C:34](=[O:42])[CH2:35]4)[CH2:18][CH2:19]3)[N:8]2[CH2:11][CH3:12])=[C:4]([N:26]2[CH2:31][CH2:30][O:29][CH2:28][CH2:27]2)[N:3]=1, predict the reactants needed to synthesize it. The reactants are: [Cl:1][C:2]1[N:10]=[C:9]2[C:5]([N:6]=[C:7]([CH2:13][N:14]3[CH2:19][CH2:18][CH:17](N4CC(F)(F)C4)[CH2:16][CH2:15]3)[N:8]2[CH2:11][CH3:12])=[C:4]([N:26]2[CH2:31][CH2:30][O:29][CH2:28][CH2:27]2)[N:3]=1.[CH2:32]1C2(CCNCC2)[CH2:35][C:34](=[O:42])[NH:33]1.